This data is from Catalyst prediction with 721,799 reactions and 888 catalyst types from USPTO. The task is: Predict which catalyst facilitates the given reaction. Reactant: CI.[CH2:3]([S:5]([C:8]1[C:9]([C:14]([NH:16][C:17]2[CH:22]=[CH:21][C:20]([O:23][C:24]([F:27])([F:26])[F:25])=[CH:19][CH:18]=2)=[O:15])=[N:10][CH:11]=[CH:12][CH:13]=1)(=[O:7])=[O:6])[CH3:4].[C:28](=O)([O-])[O-].[K+].[K+].CC(C)=O. Product: [CH2:3]([S:5]([C:8]1[C:9]([C:14]([N:16]([CH3:28])[C:17]2[CH:22]=[CH:21][C:20]([O:23][C:24]([F:27])([F:25])[F:26])=[CH:19][CH:18]=2)=[O:15])=[N:10][CH:11]=[CH:12][CH:13]=1)(=[O:7])=[O:6])[CH3:4]. The catalyst class is: 136.